This data is from Forward reaction prediction with 1.9M reactions from USPTO patents (1976-2016). The task is: Predict the product of the given reaction. Given the reactants C([O:5][C:6]([C@H:8]1[CH2:12][CH2:11][CH2:10][N:9]1[C:13](=[O:39])[CH2:14][O:15][C:16]1[CH:21]=[C:20]([OH:22])[CH:19]=[C:18]([O:23][CH2:24][C:25]([N:27]2[CH2:31][CH2:30][CH2:29][C@@H:28]2[C:32]([O:34]C(C)(C)C)=[O:33])=[O:26])[CH:17]=1)=[O:7])(C)(C)C, predict the reaction product. The product is: [C:32]([C@H:28]1[CH2:29][CH2:30][CH2:31][N:27]1[C:25](=[O:26])[CH2:24][O:23][C:18]1[CH:17]=[C:16]([CH:21]=[C:20]([OH:22])[CH:19]=1)[O:15][CH2:14][C:13]([N:9]1[CH2:10][CH2:11][CH2:12][C@@H:8]1[C:6]([OH:7])=[O:5])=[O:39])([OH:34])=[O:33].